Dataset: Full USPTO retrosynthesis dataset with 1.9M reactions from patents (1976-2016). Task: Predict the reactants needed to synthesize the given product. (1) Given the product [CH3:1][C@H:2]1[C@@H:7]2[CH2:6][CH2:5][C@:84]3([CH3:83])[O:86][O:52][C@:39]42[C@H:38]([C@@H:37]([CH3:68])[C:36]([O:35][C@@H:40]4[O:41]3)=[O:89])[CH2:4][CH2:3]1, predict the reactants needed to synthesize it. The reactants are: [C:1](Cl)(=O)[C:2]1[CH:7]=[CH:6][CH:5]=[CH:4][CH:3]=1.P([O-])([O-])([O-])=O.C1C=[N+]([C@@H:40]2[O:41][C@H:37]([CH2:36][O:35]P(OP([O:35][CH2:36][C@H:37]3[O:41][C@@H:40](N4C5N=CN=C(N)C=5N=C4)[C@H:39]([O:52]P(O)(O)=O)[C@@H:38]3O)(O)=O)(O)=O)[C@@H:38](O)[C@H:39]2[OH:52])C=C(C(N)=O)C=1.P(=O)(O)(O)O.[CH:68]1C2C(=O)C3C(=CC=CC=3)C=2C=CC=1.F[C:83](F)(F)[C:84]([OH:86])=O.[OH2:89]. (2) Given the product [Cl-:1].[Cl:1][C:2]1[CH:3]=[C:4]([CH:33]=[CH:34][C:35]=1[Cl:36])[CH2:5][CH:6]1[CH2:7][CH2:8][N+:9]([CH2:38][CH2:39][OH:40])([CH2:12][CH:13]([NH:17][C:18]([NH:20][C:21]2[CH:26]=[C:25]([O:27][CH3:28])[C:24]([O:29][CH3:30])=[C:23]([O:31][CH3:32])[CH:22]=2)=[O:19])[CH:14]([CH3:16])[CH3:15])[CH2:10][CH2:11]1, predict the reactants needed to synthesize it. The reactants are: [Cl:1][C:2]1[CH:3]=[C:4]([CH:33]=[CH:34][C:35]=1[Cl:36])[CH2:5][CH:6]1[CH2:11][CH2:10][N:9]([CH2:12][C@H:13]([NH:17][C:18]([NH:20][C:21]2[CH:26]=[C:25]([O:27][CH3:28])[C:24]([O:29][CH3:30])=[C:23]([O:31][CH3:32])[CH:22]=2)=[O:19])[CH:14]([CH3:16])[CH3:15])[CH2:8][CH2:7]1.Cl[CH2:38][CH2:39][OH:40]. (3) Given the product [CH3:10][N:11]([CH3:29])[CH:12]1[CH2:16][CH2:15][N:14]([C:17]2[C:25]3[S:24][C:23]([NH:26][C:7]([C:5]4[S:6][C:2]([CH3:1])=[CH:3][CH:4]=4)=[O:8])=[N:22][C:21]=3[C:20]([O:27][CH3:28])=[CH:19][CH:18]=2)[CH2:13]1, predict the reactants needed to synthesize it. The reactants are: [CH3:1][C:2]1[S:6][C:5]([C:7](Cl)=[O:8])=[CH:4][CH:3]=1.[CH3:10][N:11]([CH3:29])[CH:12]1[CH2:16][CH2:15][N:14]([C:17]2[C:25]3[S:24][C:23]([NH2:26])=[N:22][C:21]=3[C:20]([O:27][CH3:28])=[CH:19][CH:18]=2)[CH2:13]1. (4) Given the product [Si:11]([O:1][CH2:2][CH2:3][N:4]1[CH2:9][CH2:8][CH2:7][NH:6][C:5]1=[O:10])([C:24]([CH3:27])([CH3:26])[CH3:25])([C:18]1[CH:19]=[CH:20][CH:21]=[CH:22][CH:23]=1)[C:12]1[CH:17]=[CH:16][CH:15]=[CH:14][CH:13]=1, predict the reactants needed to synthesize it. The reactants are: [OH:1][CH2:2][CH2:3][N:4]1[CH2:9][CH2:8][CH2:7][NH:6][C:5]1=[O:10].[Si:11](Cl)([C:24]([CH3:27])([CH3:26])[CH3:25])([C:18]1[CH:23]=[CH:22][CH:21]=[CH:20][CH:19]=1)[C:12]1[CH:17]=[CH:16][CH:15]=[CH:14][CH:13]=1. (5) The reactants are: [OH-:1].[Na+].Cl[C:4]1[CH:9]=[CH:8][C:7]([S:10]([C:13]([F:16])([F:15])[F:14])(=[O:12])=[O:11])=[CH:6][C:5]=1[N+:17]([O-:19])=[O:18].CO.Cl. Given the product [N+:17]([C:5]1[CH:6]=[C:7]([S:10]([C:13]([F:16])([F:15])[F:14])(=[O:12])=[O:11])[CH:8]=[CH:9][C:4]=1[OH:1])([O-:19])=[O:18], predict the reactants needed to synthesize it.